Dataset: Full USPTO retrosynthesis dataset with 1.9M reactions from patents (1976-2016). Task: Predict the reactants needed to synthesize the given product. (1) Given the product [Si:1]([O:8][CH2:9][C:10]1([CH3:38])[S:16][CH2:15][CH2:14][N:13]2[C:17]([C:20]3([C:23]4[CH:28]=[CH:27][C:26]([C:40]5[N:45]=[CH:44][CH:43]=[CH:42][N:41]=5)=[CH:25][CH:24]=4)[CH2:22][CH2:21]3)=[N:18][N:19]=[C:12]2[CH2:11]1)([C:4]([CH3:7])([CH3:6])[CH3:5])([CH3:3])[CH3:2], predict the reactants needed to synthesize it. The reactants are: [Si:1]([O:8][CH2:9][C:10]1([CH3:38])[S:16][CH2:15][CH2:14][N:13]2[C:17]([C:20]3([C:23]4[CH:28]=[CH:27][C:26](B5OC(C)(C)C(C)(C)O5)=[CH:25][CH:24]=4)[CH2:22][CH2:21]3)=[N:18][N:19]=[C:12]2[CH2:11]1)([C:4]([CH3:7])([CH3:6])[CH3:5])([CH3:3])[CH3:2].Cl[C:40]1[N:45]=[CH:44][CH:43]=[CH:42][N:41]=1.C(=O)([O-])[O-].[K+].[K+].C(=O)([O-])O.[Na+]. (2) Given the product [C@H:1]12[CH2:7][C@H:4]([CH2:5][CH2:6]1)[CH2:3][C@@H:2]2[C:8]1([CH3:15])[C:12](=[O:13])[N:11]([CH2:17][C:18](=[O:19])[C:20]2[CH:25]=[CH:24][CH:23]=[CH:22][CH:21]=2)[N:10]=[C:9]1[CH3:14], predict the reactants needed to synthesize it. The reactants are: [CH:1]12[CH2:7][CH:4]([CH2:5][CH2:6]1)[CH2:3][CH:2]2[C:8]1([CH3:15])[C:12](=[O:13])[NH:11][N:10]=[C:9]1[CH3:14].Br[CH2:17][C:18]([C:20]1[CH:25]=[CH:24][CH:23]=[CH:22][CH:21]=1)=[O:19]. (3) Given the product [CH2:1]([C@@:4]1([C:17]2[CH:22]=[CH:21][C:20]([F:23])=[CH:19][CH:18]=2)[O:9][C:8](=[O:10])[N:7]([C@H:11]2[CH2:16][CH2:15][CH2:14][N:13]([CH2:24][C:25]3[CH:30]=[CH:29][CH:28]=[CH:27][CH:26]=3)[CH2:12]2)[CH2:6][CH2:5]1)[CH:2]=[CH2:3], predict the reactants needed to synthesize it. The reactants are: [CH2:1]([C@@:4]1([C:17]2[CH:22]=[CH:21][C:20]([F:23])=[CH:19][CH:18]=2)[O:9][C:8](=[O:10])[N:7]([C@H:11]2[CH2:16][CH2:15][CH2:14][NH:13][CH2:12]2)[CH2:6][CH2:5]1)[CH:2]=[CH2:3].[CH2:24](Br)[C:25]1[CH:30]=[CH:29][CH:28]=[CH:27][CH:26]=1.C([O-])([O-])=O.[K+].[K+]. (4) Given the product [NH:3]1[C:4]([CH2:6][CH2:7][CH2:8][C:9]([NH:13][CH2:14][CH:15]2[CH2:20][CH2:19][N:18]([C:21]([O:23][CH2:24][C:25]3[CH:26]=[C:27]([Cl:32])[CH:28]=[C:29]([Cl:31])[CH:30]=3)=[O:22])[CH2:17][CH2:16]2)=[O:11])=[CH:5][N:1]=[N:2]1, predict the reactants needed to synthesize it. The reactants are: [NH:1]1[CH:5]=[C:4]([CH2:6][CH2:7][CH2:8][C:9]([OH:11])=O)[N:3]=[N:2]1.Cl.[NH2:13][CH2:14][CH:15]1[CH2:20][CH2:19][N:18]([C:21]([O:23][CH2:24][C:25]2[CH:30]=[C:29]([Cl:31])[CH:28]=[C:27]([Cl:32])[CH:26]=2)=[O:22])[CH2:17][CH2:16]1.CN(C(ON1N=NC2C=CC=NC1=2)=[N+](C)C)C.F[P-](F)(F)(F)(F)F. (5) Given the product [C:1]([O:5][C:6]([N:8]1[CH2:13][CH2:12][C:11]([CH:20]2[CH2:21][CH2:22][CH2:23][CH2:24][CH2:25]2)([CH2:14][CH2:15][C:16]([O:18][CH3:19])=[O:17])[CH2:10][CH2:9]1)=[O:7])([CH3:4])([CH3:2])[CH3:3], predict the reactants needed to synthesize it. The reactants are: [C:1]([O:5][C:6]([N:8]1[CH2:13][CH2:12][C:11]([CH:20]2[CH2:25][CH2:24][CH2:23][CH2:22][CH2:21]2)([CH:14]=[CH:15][C:16]([O:18][CH3:19])=[O:17])[CH2:10][CH2:9]1)=[O:7])([CH3:4])([CH3:3])[CH3:2]. (6) Given the product [C:1]([O:5][C:6](=[O:23])[NH:7][C:8]1[CH:13]=[C:12]([O:14][CH2:15][CH2:16][CH3:17])[C:11]([C:18]([F:21])([F:20])[F:19])=[CH:10][C:9]=1[NH:22][C:29](=[O:28])[CH2:30][C:31]([C:33]1[CH:38]=[CH:37][CH:36]=[C:35]([C:39]2[CH:40]=[C:41]([CH3:46])[N:42]=[C:43]([CH3:45])[CH:44]=2)[CH:34]=1)=[O:32])([CH3:2])([CH3:3])[CH3:4], predict the reactants needed to synthesize it. The reactants are: [C:1]([O:5][C:6](=[O:23])[NH:7][C:8]1[CH:13]=[C:12]([O:14][CH2:15][CH2:16][CH3:17])[C:11]([C:18]([F:21])([F:20])[F:19])=[CH:10][C:9]=1[NH2:22])([CH3:4])([CH3:3])[CH3:2].C([O:28][C:29](=O)[CH2:30][C:31]([C:33]1[CH:38]=[CH:37][CH:36]=[C:35]([C:39]2[CH:44]=[C:43]([CH3:45])[N:42]=[C:41]([CH3:46])[CH:40]=2)[CH:34]=1)=[O:32])(C)(C)C. (7) Given the product [Br:1][C:2]1[CH:7]=[C:6]2[N:8]([C:16]3[C:21]([Cl:22])=[CH:20][N:19]=[CH:18][N:17]=3)[CH2:9][C:10]3([CH2:15][CH2:14][O:13][CH2:12][CH2:11]3)[C:5]2=[CH:4][CH:3]=1, predict the reactants needed to synthesize it. The reactants are: [Br:1][C:2]1[CH:7]=[C:6]2[N:8]([C:16]3[C:21]([Cl:22])=[CH:20][N:19]=[C:18](N)[N:17]=3)[CH2:9][C:10]3([CH2:15][CH2:14][O:13][CH2:12][CH2:11]3)[C:5]2=[CH:4][CH:3]=1.C(ON=O)CC(C)C.